This data is from Reaction yield outcomes from USPTO patents with 853,638 reactions. The task is: Predict the reaction yield, written as a fraction of the theoretical maximum amount of product (1.0 means a 100% yield; for example, 0.34 means a 34% yield). (1) The product is [F:11][C:9]([F:10])([F:12])[C:7]1[CH:6]=[C:5]([C@@H:13]([N:15]([CH3:37])[C:16]([C@@:18]23[CH2:23][CH:22]2[CH2:21][NH:20][C@H:19]3[C:31]2[CH:32]=[CH:33][CH:34]=[CH:35][CH:36]=2)=[O:17])[CH3:14])[CH:4]=[C:3]([C:2]([F:38])([F:39])[F:1])[CH:8]=1. The reactants are [F:1][C:2]([F:39])([F:38])[C:3]1[CH:4]=[C:5]([C@@H:13]([N:15]([CH3:37])[C:16]([C@@:18]23[CH2:23][CH:22]2[CH2:21][N:20](CC2C=CC=CC=2)[C@H:19]3[C:31]2[CH:36]=[CH:35][CH:34]=[CH:33][CH:32]=2)=[O:17])[CH3:14])[CH:6]=[C:7]([C:9]([F:12])([F:11])[F:10])[CH:8]=1. The catalyst is [Pd].CC(O)=O. The yield is 0.540. (2) The reactants are [N:1]1[CH:6]=[CH:5][CH:4]=[N:3][C:2]=1[S:7][CH2:8][CH:9]1[CH:13]=[C:12]([C:14]2[CH:19]=[CH:18][C:17]([N:20]3[CH2:24][C@H:23]([CH2:25][NH:26][C:27](=[O:29])[CH3:28])[O:22][C:21]3=[O:30])=[CH:16][CH:15]=2)[CH2:11][N:10]1C(C1C=CC=CC=1)(C1C=CC=CC=1)C1C=CC=CC=1.Cl.CC(C)=O.Cl. The catalyst is CC(C)=O.O. The product is [N:1]1[CH:6]=[CH:5][CH:4]=[N:3][C:2]=1[S:7][CH2:8][CH:9]1[CH:13]=[C:12]([C:14]2[CH:19]=[CH:18][C:17]([N:20]3[CH2:24][C@H:23]([CH2:25][NH:26][C:27](=[O:29])[CH3:28])[O:22][C:21]3=[O:30])=[CH:16][CH:15]=2)[CH2:11][NH:10]1. The yield is 0.920. (3) The reactants are [CH3:1][C:2]1[CH:7]=[CH:6][C:5]([S:8]([O:11][CH2:12][CH:13]2[CH2:17][C:16]3[CH:18]=[CH:19][CH:20]=[C:21](Br)[C:15]=3[O:14]2)(=[O:10])=[O:9])=[CH:4][CH:3]=1.[Cl:23][C:24]1[CH:25]=[C:26](B(O)O)[CH:27]=[CH:28][CH:29]=1.C(=O)([O-])[O-].[K+].[K+]. The catalyst is CC1C=CC=CC=1[P](C1C=CC=CC=1C)([Pd](Cl)(Cl)[P](C1=C(C)C=CC=C1)(C1C=CC=CC=1C)C1C=CC=CC=1C)C1C=CC=CC=1C. The product is [CH3:1][C:2]1[CH:7]=[CH:6][C:5]([S:8]([O:11][CH2:12][CH:13]2[CH2:17][C:16]3[CH:18]=[CH:19][CH:20]=[C:21]([C:28]4[CH:27]=[CH:26][CH:25]=[C:24]([Cl:23])[CH:29]=4)[C:15]=3[O:14]2)(=[O:10])=[O:9])=[CH:4][CH:3]=1. The yield is 0.750.